Predict the product of the given reaction. From a dataset of Forward reaction prediction with 1.9M reactions from USPTO patents (1976-2016). (1) Given the reactants [CH3:1][O:2][C:3](=[O:7])[C:4](Cl)=[O:5].[C:8]([SiH2:12][O:13][C:14]([C:31]1[CH:36]=[CH:35][CH:34]=[CH:33][CH:32]=1)([C:25]1[CH:30]=[CH:29][CH:28]=[CH:27][CH:26]=1)[C:15]1[CH:20]=[CH:19][N:18]2[N:21]=[C:22]([CH3:24])[CH:23]=[C:17]2[CH:16]=1)([CH3:11])([CH3:10])[CH3:9].C(=O)([O-])[O-].[Na+].[Na+], predict the reaction product. The product is: [CH3:1][O:2][C:3](=[O:7])[C:4]([C:23]1[C:22]([CH3:24])=[N:21][N:18]2[CH:19]=[CH:20][C:15]([C:14]([C:31]3[CH:32]=[CH:33][CH:34]=[CH:35][CH:36]=3)([C:25]3[CH:26]=[CH:27][CH:28]=[CH:29][CH:30]=3)[O:13][SiH2:12][C:8]([CH3:11])([CH3:10])[CH3:9])=[CH:16][C:17]=12)=[O:5]. (2) Given the reactants [Cl:1][C:2]1[CH:7]=[CH:6][C:5]([CH3:8])=[C:4]([N+:9]([O-:11])=[O:10])[CH:3]=1.C1C(C(OO)=O)=CC=CC=1.BrN1C(=O)CCC1=O.Cl.[NH2:31][CH2:32][C:33]([O:35][CH2:36][CH3:37])=[O:34].C(=O)([O-])O.[Na+], predict the reaction product. The product is: [Cl:1][C:2]1[CH:7]=[CH:6][C:5]([CH2:8][NH:31][CH2:32][C:33]([O:35][CH2:36][CH3:37])=[O:34])=[C:4]([N+:9]([O-:11])=[O:10])[CH:3]=1. (3) Given the reactants [CH2:1]([O:8][C:9]1[CH:14]=[CH:13][N:12]([C:15]2[CH:16]=[N:17][C:18](Cl)=[CH:19][CH:20]=2)[C:11](=[O:22])[CH:10]=1)[C:2]1[CH:7]=[CH:6][CH:5]=[CH:4][CH:3]=1.[CH3:23][N:24]1[CH2:29][CH2:28][NH:27][CH2:26][CH2:25]1.[F-].[Cs+].C(OCC)(=O)C, predict the reaction product. The product is: [CH2:1]([O:8][C:9]1[CH:14]=[CH:13][N:12]([C:15]2[CH:16]=[N:17][C:18]([N:27]3[CH2:28][CH2:29][N:24]([CH3:23])[CH2:25][CH2:26]3)=[CH:19][CH:20]=2)[C:11](=[O:22])[CH:10]=1)[C:2]1[CH:7]=[CH:6][CH:5]=[CH:4][CH:3]=1. (4) Given the reactants [NH2:1][C:2]1[N:6]([C:7]2[CH:8]=[C:9]([CH:15]=[CH:16][CH:17]=2)[O:10][C@@H:11]([CH3:14])[CH2:12][OH:13])[N:5]=[C:4]([C:18]([CH3:21])([CH3:20])[CH3:19])[CH:3]=1.[OH-].[Na+].Cl[C:25]([O:27][CH2:28][C:29]([Cl:32])([Cl:31])[Cl:30])=[O:26], predict the reaction product. The product is: [Cl:30][C:29]([Cl:32])([Cl:31])[CH2:28][O:27][C:25](=[O:26])[NH:1][C:2]1[N:6]([C:7]2[CH:17]=[CH:16][CH:15]=[C:9]([O:10][C@@H:11]([CH3:14])[CH2:12][OH:13])[CH:8]=2)[N:5]=[C:4]([C:18]([CH3:20])([CH3:19])[CH3:21])[CH:3]=1. (5) Given the reactants [NH2:1][C:2]1[CH:7]=[CH:6][C:5]([C:8]2[CH:9]=[N:10][N:11](C(OC(C)(C)C)=O)[CH:12]=2)=[CH:4][CH:3]=1.[Cl:20][C:21]1[CH:26]=[CH:25][CH:24]=[CH:23][C:22]=1[CH2:27][C:28](O)=[O:29], predict the reaction product. The product is: [NH:11]1[CH:12]=[C:8]([C:5]2[CH:4]=[CH:3][C:2]([NH:1][C:28](=[O:29])[CH2:27][C:22]3[CH:23]=[CH:24][CH:25]=[CH:26][C:21]=3[Cl:20])=[CH:7][CH:6]=2)[CH:9]=[N:10]1. (6) The product is: [O:28]1[C:32]2([CH2:33][CH2:34][CH:35]([N:38]3[C:18](=[O:19])[C:17]([CH:15]([C:12]4[CH:13]=[CH:14][C:9]([C:4]5[C:3]([C:1]#[N:2])=[CH:8][CH:7]=[CH:6][CH:5]=5)=[CH:10][CH:11]=4)[CH3:16])=[C:23]([CH2:24][CH2:25][CH3:26])[N:40]4[N:41]=[CH:42][N:43]=[C:39]34)[CH2:36][CH2:37]2)[O:31][CH2:30][CH2:29]1. Given the reactants [C:1]([C:3]1[CH:8]=[CH:7][CH:6]=[CH:5][C:4]=1[C:9]1[CH:14]=[CH:13][C:12]([CH:15]([CH:17]([C:23](=O)[CH2:24][CH2:25][CH3:26])[C:18](OCC)=[O:19])[CH3:16])=[CH:11][CH:10]=1)#[N:2].[O:28]1[C:32]2([CH2:37][CH2:36][CH:35]([NH:38][C:39]3[NH:43][CH:42]=[N:41][N:40]=3)[CH2:34][CH2:33]2)[O:31][CH2:30][CH2:29]1.N12CCCN=C1CCCCC2.C(N(CC)C1C=CC=CC=1)C, predict the reaction product.